Dataset: Reaction yield outcomes from USPTO patents with 853,638 reactions. Task: Predict the reaction yield, written as a fraction of the theoretical maximum amount of product (1.0 means a 100% yield; for example, 0.34 means a 34% yield). (1) The reactants are [C:1]([N:4]1[C:12]2[C:7](=[CH:8][C:9]([NH2:13])=[CH:10][CH:11]=2)[C:6]([C:14]2[CH:19]=[CH:18][CH:17]=[CH:16][CH:15]=2)=[N:5]1)(=[O:3])[CH3:2].C(N(CC)CC)C.Cl.[CH3:28][O:29][C:30](=[O:40])[C:31]1[CH:39]=[CH:38][C:34]([C:35](O)=[O:36])=[CH:33][CH:32]=1. The catalyst is CN(C)C1C=CN=CC=1.ClCCl. The product is [C:1]([N:4]1[C:12]2[C:7](=[CH:8][C:9]([NH:13][C:35]([C:34]3[CH:38]=[CH:39][C:31]([C:30]([O:29][CH3:28])=[O:40])=[CH:32][CH:33]=3)=[O:36])=[CH:10][CH:11]=2)[C:6]([C:14]2[CH:19]=[CH:18][CH:17]=[CH:16][CH:15]=2)=[N:5]1)(=[O:3])[CH3:2]. The yield is 0.750. (2) The reactants are [CH3:1][C:2]1[N:3]([CH:15]([CH:17]2[CH2:22][CH2:21][O:20][CH2:19][CH2:18]2)[CH3:16])[C:4]2[C:9]([C:10]=1[C:11]([O:13]C)=[O:12])=[CH:8][CH:7]=[CH:6][CH:5]=2.C(O)C.[OH-].[Na+]. No catalyst specified. The product is [CH3:1][C:2]1[N:3]([CH:15]([CH:17]2[CH2:18][CH2:19][O:20][CH2:21][CH2:22]2)[CH3:16])[C:4]2[C:9]([C:10]=1[C:11]([OH:13])=[O:12])=[CH:8][CH:7]=[CH:6][CH:5]=2. The yield is 0.930. (3) The reactants are [CH3:1][O:2][C:3]1[CH:4]=[C:5]2[C:10](=[CH:11][C:12]=1[O:13][CH3:14])[N:9]=[CH:8][N:7]=[C:6]2[O:15][C:16]1[CH:22]=[CH:21][C:19]([NH2:20])=[C:18]([N+:23]([O-:25])=[O:24])[CH:17]=1.C(N(CC)CC)C.ClC(Cl)(O[C:37](=[O:43])OC(Cl)(Cl)Cl)Cl.[CH:45]([N:48]([CH:52]([CH3:54])[CH3:53])[CH2:49][CH2:50][NH2:51])([CH3:47])[CH3:46]. The catalyst is C(Cl)(Cl)Cl.O. The product is [CH:45]([N:48]([CH:52]([CH3:54])[CH3:53])[CH2:49][CH2:50][NH:51][C:37]([NH:20][C:19]1[CH:21]=[CH:22][C:16]([O:15][C:6]2[C:5]3[C:10](=[CH:11][C:12]([O:13][CH3:14])=[C:3]([O:2][CH3:1])[CH:4]=3)[N:9]=[CH:8][N:7]=2)=[CH:17][C:18]=1[N+:23]([O-:25])=[O:24])=[O:43])([CH3:47])[CH3:46]. The yield is 0.480. (4) The reactants are N([O-])=O.[Na+].N[C:6]1[CH:7]=[C:8]2[C:13](=[CH:14][CH:15]=1)[C:12](=[O:16])[CH2:11][CH2:10][CH2:9]2.[BrH:17]. The catalyst is O. The product is [Br:17][C:6]1[CH:7]=[C:8]2[C:13](=[CH:14][CH:15]=1)[C:12](=[O:16])[CH2:11][CH2:10][CH2:9]2. The yield is 0.800. (5) The reactants are F[C:2]1[CH:9]=[C:8]([F:10])[CH:7]=[CH:6][C:3]=1[C:4]#[N:5].Cl.[NH2:12][CH2:13][C:14]([O:16][CH2:17][CH3:18])=[O:15].C(=O)([O-])[O-].[K+].[K+].CC(C)([O-])C.[K+]. The catalyst is O.CN1CCCC1=O. The product is [NH2:5][C:4]1[C:3]2[C:2](=[CH:9][C:8]([F:10])=[CH:7][CH:6]=2)[NH:12][C:13]=1[C:14]([O:16][CH2:17][CH3:18])=[O:15]. The yield is 0.0750. (6) The reactants are Cl.C(OCC)C.C([Si](C)(C)[O:12][CH2:13][C@H:14]([NH-:25])[C:15]1[CH:16]=[N:17][C:18]([O:21][CH2:22][CH2:23][CH3:24])=[CH:19][CH:20]=1)(C)(C)C. The catalyst is CO. The product is [NH2:25][C@H:14]([C:15]1[CH:16]=[N:17][C:18]([O:21][CH2:22][CH2:23][CH3:24])=[CH:19][CH:20]=1)[CH2:13][OH:12]. The yield is 0.740. (7) The reactants are C([O:8][N:9]1[C:15](=[O:16])[N:14]2[CH2:17][C@H:10]1[CH2:11][CH2:12][C@H:13]2[C:18]([NH:20][O:21][CH:22]1[CH2:27][CH2:26][N:25]([C:28]([O:30][C:31]([CH3:34])([CH3:33])[CH3:32])=[O:29])[CH2:24][CH2:23]1)=[O:19])C1C=CC=CC=1.[H][H]. The catalyst is CO.[Pd]. The product is [OH:8][N:9]1[C:15](=[O:16])[N:14]2[CH2:17][C@H:10]1[CH2:11][CH2:12][C@H:13]2[C:18]([NH:20][O:21][CH:22]1[CH2:27][CH2:26][N:25]([C:28]([O:30][C:31]([CH3:34])([CH3:33])[CH3:32])=[O:29])[CH2:24][CH2:23]1)=[O:19]. The yield is 0.980. (8) The reactants are N[C:2]1[C:3]([CH3:12])=[C:4]([CH:9]=[CH:10][CH:11]=1)[C:5]([O:7]C)=[O:6].N([O-])=[O:14].[Na+]. The catalyst is CC(O)=O.OS(O)(=O)=O.O. The product is [OH:14][C:2]1[C:3]([CH3:12])=[C:4]([CH:9]=[CH:10][CH:11]=1)[C:5]([OH:7])=[O:6]. The yield is 0.944. (9) The reactants are [Cl:1][C:2](Cl)=[CH:3][C:4](=[O:14])[CH2:5][C:6]([N:8]1[CH2:13][CH2:12][O:11][CH2:10][CH2:9]1)=[O:7].Cl(O)(=O)(=O)=O.[OH-].[Na+]. The catalyst is O1CCOCC1. The product is [Cl:1][C:2]1[O:7][C:6]([N:8]2[CH2:13][CH2:12][O:11][CH2:10][CH2:9]2)=[CH:5][C:4](=[O:14])[CH:3]=1. The yield is 0.750. (10) The reactants are [C:1]([C:3]1[CH:8]=[CH:7][N:6]2[N:9]=[CH:10][C:11]([C:12]3[N:20]=[C:19]4[C:15]([NH:16][C:17](=[O:26])[N:18]4[C@H:21]([CH3:25])[C:22](O)=[O:23])=[CH:14][N:13]=3)=[C:5]2[CH:4]=1)#[N:2]. The catalyst is C1COCC1. The product is [OH:23][CH2:22][C@H:21]([N:18]1[C:17](=[O:26])[NH:16][C:15]2[C:19]1=[N:20][C:12]([C:11]1[CH:10]=[N:9][N:6]3[CH:7]=[CH:8][C:3]([C:1]#[N:2])=[CH:4][C:5]=13)=[N:13][CH:14]=2)[CH3:25]. The yield is 0.0700.